This data is from NCI-60 drug combinations with 297,098 pairs across 59 cell lines. The task is: Regression. Given two drug SMILES strings and cell line genomic features, predict the synergy score measuring deviation from expected non-interaction effect. Drug 1: CN(C)C1=NC(=NC(=N1)N(C)C)N(C)C. Drug 2: CC1=CC=C(C=C1)C2=CC(=NN2C3=CC=C(C=C3)S(=O)(=O)N)C(F)(F)F. Cell line: MALME-3M. Synergy scores: CSS=-7.51, Synergy_ZIP=4.12, Synergy_Bliss=1.12, Synergy_Loewe=-4.79, Synergy_HSA=-5.11.